Dataset: Forward reaction prediction with 1.9M reactions from USPTO patents (1976-2016). Task: Predict the product of the given reaction. Given the reactants [F:1][C:2]1[C:7]([N:8](CC2C=CC(OC)=CC=2)[S:9]([CH2:12][CH2:13][CH3:14])(=[O:11])=[O:10])=[CH:6][CH:5]=[C:4]([F:24])[C:3]=1[NH:25][C:26]([C:28]1[S:29][C:30]([CH3:49])=[C:31]2[C:36]([NH:37]CC3C=CC(OC)=CC=3OC)=[N:35][CH:34]=[N:33][C:32]=12)=[O:27], predict the reaction product. The product is: [F:1][C:2]1[C:7]([NH:8][S:9]([CH2:12][CH2:13][CH3:14])(=[O:11])=[O:10])=[CH:6][CH:5]=[C:4]([F:24])[C:3]=1[NH:25][C:26]([C:28]1[S:29][C:30]([CH3:49])=[C:31]2[C:36]([NH2:37])=[N:35][CH:34]=[N:33][C:32]=12)=[O:27].